From a dataset of Full USPTO retrosynthesis dataset with 1.9M reactions from patents (1976-2016). Predict the reactants needed to synthesize the given product. (1) Given the product [NH2:16][C:15]1[N:22]=[C:10]([CH3:12])[CH:9]=[C:1]([C:2]2[CH:7]=[CH:6][CH:5]=[CH:4][CH:3]=2)[C:14]=1[C:13]#[N:17], predict the reactants needed to synthesize it. The reactants are: [CH:1](=O)[C:2]1[CH:7]=[CH:6][CH:5]=[CH:4][CH:3]=1.[CH3:9][C:10]([CH3:12])=O.[C:13](#[N:17])[CH2:14][C:15]#[N:16].C([O-])(=O)C.[NH4+:22]. (2) Given the product [C:1]([C:5]1[N:9]=[C:8]([C:10]2[CH:15]=[C:14]([O:16][CH2:17][C@@H:18]3[CH2:22][CH2:21][CH2:20][NH:19]3)[C:13]([CH:30]3[CH2:31][CH2:32]3)=[CH:12][N:11]=2)[O:7][N:6]=1)([CH3:4])([CH3:2])[CH3:3], predict the reactants needed to synthesize it. The reactants are: [C:1]([C:5]1[N:9]=[C:8]([C:10]2[CH:15]=[C:14]([O:16][CH2:17][C@@H:18]3[CH2:22][CH2:21][CH2:20][N:19]3C(OC(C)(C)C)=O)[C:13]([CH:30]3[CH2:32][CH2:31]3)=[CH:12][N:11]=2)[O:7][N:6]=1)([CH3:4])([CH3:3])[CH3:2].O1CCOCC1. (3) Given the product [O:1]=[C:2]1[NH:7][C:6]2[CH:8]=[C:9]([CH2:12][N:13]3[CH2:14][CH2:15][N:16]([C:19]4[CH:29]=[CH:28][C:22]([C:23]([OH:25])=[O:24])=[CH:21][N:20]=4)[CH2:17][CH2:18]3)[CH:10]=[N:11][C:5]=2[N:4]2[CH2:30][CH2:31][CH2:32][C@@H:3]12, predict the reactants needed to synthesize it. The reactants are: [O:1]=[C:2]1[NH:7][C:6]2[CH:8]=[C:9]([CH2:12][N:13]3[CH2:18][CH2:17][N:16]([C:19]4[CH:29]=[CH:28][C:22]([C:23]([O:25]CC)=[O:24])=[CH:21][N:20]=4)[CH2:15][CH2:14]3)[CH:10]=[N:11][C:5]=2[N:4]2[CH2:30][CH2:31][CH2:32][C@@H:3]12.[Li+].[OH-]. (4) The reactants are: [C:1]([O-:20])(=[O:19])[CH2:2][CH2:3][CH2:4][CH2:5][CH2:6][CH2:7][CH2:8]/[CH:9]=[CH:10]\[CH2:11][CH2:12][CH2:13][CH2:14][CH2:15][CH2:16][CH2:17][CH3:18].[Na+].[Fe:22](Cl)(Cl)Cl. Given the product [Fe:22].[C:1]([O-:20])(=[O:19])[CH2:2][CH2:3][CH2:4][CH2:5][CH2:6][CH2:7][CH2:8]/[CH:9]=[CH:10]\[CH2:11][CH2:12][CH2:13][CH2:14][CH2:15][CH2:16][CH2:17][CH3:18], predict the reactants needed to synthesize it. (5) Given the product [ClH:25].[Br:1][C:2]1[CH:22]=[CH:21][C:5]([O:6][C@H:7]2[CH2:12][CH2:11][NH:10][CH2:9][C@H:8]2[F:20])=[C:4]([CH:3]=1)[C:23]#[N:24], predict the reactants needed to synthesize it. The reactants are: [Br:1][C:2]1[CH:22]=[CH:21][C:5]([O:6][C@H:7]2[CH2:12][CH2:11][N:10](C(OC(C)(C)C)=O)[CH2:9][C@H:8]2[F:20])=[C:4]([C:23]#[N:24])[CH:3]=1.[ClH:25]. (6) Given the product [Br:21][C:3]1[CH:4]=[C:5]2[C:9](=[CH:10][C:2]=1[F:1])[NH:8][C:7](=[O:11])[C:6]12[CH2:13][CH2:12]1, predict the reactants needed to synthesize it. The reactants are: [F:1][C:2]1[CH:10]=[C:9]2[C:5]([C:6]3([CH2:13][CH2:12]3)[C:7](=[O:11])[NH:8]2)=[CH:4][CH:3]=1.C1C(=O)N([Br:21])C(=O)C1. (7) Given the product [CH3:23][C:24]1[N:25]([C:30]2[S:34][CH:33]=[N:32][C:31]=2[C:35]2[N:10]([CH2:11][CH2:12][C:13]3[CH:18]=[CH:17][CH:16]=[CH:15][CH:14]=3)[C:8](=[O:9])[C:7]3[C:6]([C:19]([F:22])([F:20])[F:21])=[N:5][CH:4]=[CH:3][C:2]=3[N:1]=2)[C:26]([CH3:29])=[CH:27][CH:28]=1, predict the reactants needed to synthesize it. The reactants are: [NH2:1][C:2]1[C:7]([C:8]([NH:10][CH2:11][CH2:12][C:13]2[CH:18]=[CH:17][CH:16]=[CH:15][CH:14]=2)=[O:9])=[C:6]([C:19]([F:22])([F:21])[F:20])[N:5]=[CH:4][CH:3]=1.[CH3:23][C:24]1[N:25]([C:30]2[S:34][CH:33]=[N:32][C:31]=2[CH:35]=O)[C:26]([CH3:29])=[CH:27][CH:28]=1.CC1C=CC(S(O)(=O)=O)=CC=1. (8) Given the product [N:31]1([CH2:33][CH2:34][CH2:35][NH:36][C:13]([C:10]2[S:11][CH:12]=[C:8]([C:5]3[CH:4]=[CH:3][C:2]([Cl:1])=[CH:7][CH:6]=3)[N:9]=2)=[O:15])[CH2:32][CH2:28][CH2:29][CH2:30]1, predict the reactants needed to synthesize it. The reactants are: [Cl:1][C:2]1[CH:7]=[CH:6][C:5]([C:8]2[N:9]=[C:10]([C:13]([OH:15])=O)[S:11][CH:12]=2)=[CH:4][CH:3]=1.C1N=CN(C(N2C=NC=C2)=O)C=1.[CH2:28]1[CH2:32][N:31]([CH2:33][CH2:34][CH2:35][NH2:36])[CH2:30][CH2:29]1.CO.